Dataset: NCI-60 drug combinations with 297,098 pairs across 59 cell lines. Task: Regression. Given two drug SMILES strings and cell line genomic features, predict the synergy score measuring deviation from expected non-interaction effect. (1) Cell line: ACHN. Synergy scores: CSS=38.7, Synergy_ZIP=-1.63, Synergy_Bliss=1.65, Synergy_Loewe=-3.40, Synergy_HSA=3.43. Drug 1: C1=CC(=CC=C1CC(C(=O)O)N)N(CCCl)CCCl.Cl. Drug 2: C1C(C(OC1N2C=NC3=C(N=C(N=C32)Cl)N)CO)O. (2) Drug 1: C1=CC(=CC=C1CCCC(=O)O)N(CCCl)CCCl. Drug 2: C1CN(CCN1C(=O)CCBr)C(=O)CCBr. Cell line: NCI-H522. Synergy scores: CSS=35.0, Synergy_ZIP=-7.04, Synergy_Bliss=-4.36, Synergy_Loewe=0.871, Synergy_HSA=1.83. (3) Drug 1: C1=CC(=CC=C1CCCC(=O)O)N(CCCl)CCCl. Drug 2: CCC1=C2CN3C(=CC4=C(C3=O)COC(=O)C4(CC)O)C2=NC5=C1C=C(C=C5)O. Cell line: CCRF-CEM. Synergy scores: CSS=63.8, Synergy_ZIP=-1.33, Synergy_Bliss=-3.00, Synergy_Loewe=-2.59, Synergy_HSA=-0.0881. (4) Drug 1: C1=NC2=C(N1)C(=S)N=C(N2)N. Drug 2: CC1CCCC2(C(O2)CC(NC(=O)CC(C(C(=O)C(C1O)C)(C)C)O)C(=CC3=CSC(=N3)C)C)C. Cell line: NCI-H522. Synergy scores: CSS=12.9, Synergy_ZIP=-8.14, Synergy_Bliss=-5.72, Synergy_Loewe=-5.40, Synergy_HSA=-5.28. (5) Drug 1: CNC(=O)C1=CC=CC=C1SC2=CC3=C(C=C2)C(=NN3)C=CC4=CC=CC=N4. Drug 2: CC1=CC2C(CCC3(C2CCC3(C(=O)C)OC(=O)C)C)C4(C1=CC(=O)CC4)C. Cell line: MOLT-4. Synergy scores: CSS=23.0, Synergy_ZIP=4.17, Synergy_Bliss=7.44, Synergy_Loewe=-8.00, Synergy_HSA=8.89. (6) Drug 1: C1=NC2=C(N=C(N=C2N1C3C(C(C(O3)CO)O)O)F)N. Cell line: NCI/ADR-RES. Drug 2: C1C(C(OC1N2C=NC(=NC2=O)N)CO)O. Synergy scores: CSS=19.9, Synergy_ZIP=-12.6, Synergy_Bliss=-9.97, Synergy_Loewe=-6.08, Synergy_HSA=-4.95.